From a dataset of Reaction yield outcomes from USPTO patents with 853,638 reactions. Predict the reaction yield, written as a fraction of the theoretical maximum amount of product (1.0 means a 100% yield; for example, 0.34 means a 34% yield). The reactants are C(O[Na])C.[OH:5][C:6]1[CH:13]=[CH:12][C:9]([CH:10]=[O:11])=[CH:8][CH:7]=1.Br[C:15]([CH3:22])([CH3:21])[C:16]([O:18][CH2:19][CH3:20])=[O:17]. The catalyst is C(O)C. The product is [CH:10]([C:9]1[CH:12]=[CH:13][C:6]([O:5][C:15]([CH3:22])([CH3:21])[C:16]([O:18][CH2:19][CH3:20])=[O:17])=[CH:7][CH:8]=1)=[O:11]. The yield is 0.419.